Dataset: Full USPTO retrosynthesis dataset with 1.9M reactions from patents (1976-2016). Task: Predict the reactants needed to synthesize the given product. Given the product [CH3:14][O:15][C:16](=[O:20])[CH2:17][N:18]([CH3:19])[C:8](=[O:9])[C:7]1[CH:11]=[CH:12][C:4]([N+:1]([O-:3])=[O:2])=[CH:5][CH:6]=1, predict the reactants needed to synthesize it. The reactants are: [N+:1]([C:4]1[CH:12]=[CH:11][C:7]([C:8](Cl)=[O:9])=[CH:6][CH:5]=1)([O-:3])=[O:2].Cl.[CH3:14][O:15][C:16](=[O:20])[CH2:17][NH:18][CH3:19].C(N(CC)CC)C.